This data is from Catalyst prediction with 721,799 reactions and 888 catalyst types from USPTO. The task is: Predict which catalyst facilitates the given reaction. Reactant: [C:1]([C:5]1[CH:10]=[CH:9][C:8]([NH:11][C:12](=[O:29])[C:13]2[CH:18]=[CH:17][C:16]([C:19]3[C:24]([C:25]([F:28])([F:27])[F:26])=[CH:23][CH:22]=[CH:21][N:20]=3)=[CH:15][CH:14]=2)=[CH:7][C:6]=1[O:30][CH2:31][CH2:32][O:33][Si](C(C)(C)C)(C)C)([CH3:4])([CH3:3])[CH3:2].C1(C)C=CC(S(O)(=O)=O)=CC=1. Product: [C:1]([C:5]1[CH:10]=[CH:9][C:8]([NH:11][C:12](=[O:29])[C:13]2[CH:18]=[CH:17][C:16]([C:19]3[C:24]([C:25]([F:26])([F:27])[F:28])=[CH:23][CH:22]=[CH:21][N:20]=3)=[CH:15][CH:14]=2)=[CH:7][C:6]=1[O:30][CH2:31][CH2:32][OH:33])([CH3:4])([CH3:2])[CH3:3]. The catalyst class is: 20.